This data is from Full USPTO retrosynthesis dataset with 1.9M reactions from patents (1976-2016). The task is: Predict the reactants needed to synthesize the given product. The reactants are: [Cl:1][C:2]1[CH:7]=[C:6]([CH2:8][CH2:9][C:10]2([CH:18]3[CH2:22][CH2:21][CH2:20][CH2:19]3)[CH2:15][C:14](=[O:16])[CH2:13][C:12](=[O:17])[O:11]2)[CH:5]=[CH:4][C:3]=1[C:23]([CH3:27])([CH3:26])[C:24]#[N:25].ClC1C=C(CCC2(C3CCCC3)OC(=O)CC(=O)C2)C=C(CC)C=1OC.[CH3:54][N:55]1[C:59]([CH:60]=O)=[N:58][C:57]([CH3:62])=[N:56]1.CC1C=C(C)N2N=C(C=O)N=C2N=1. Given the product [Cl:1][C:2]1[CH:7]=[C:6]([CH2:8][CH2:9][C:10]2([CH:18]3[CH2:19][CH2:20][CH2:21][CH2:22]3)[CH2:15][C:14]([OH:16])=[C:13]([CH2:60][C:59]3[N:55]([CH3:54])[N:56]=[C:57]([CH3:62])[N:58]=3)[C:12](=[O:17])[O:11]2)[CH:5]=[CH:4][C:3]=1[C:23]([CH3:27])([CH3:26])[C:24]#[N:25], predict the reactants needed to synthesize it.